Predict the reactants needed to synthesize the given product. From a dataset of Full USPTO retrosynthesis dataset with 1.9M reactions from patents (1976-2016). (1) Given the product [C:18]([O:22][C:23]([N:25]1[CH2:30][CH2:29][CH:28]([NH:31][C:2]2[N:11]=[C:10]([O:12][CH3:13])[C:9]3[C:4](=[CH:5][C:6]([O:16][CH3:17])=[C:7]([O:14][CH3:15])[CH:8]=3)[N:3]=2)[CH2:27][CH2:26]1)=[O:24])([CH3:21])([CH3:19])[CH3:20], predict the reactants needed to synthesize it. The reactants are: Cl[C:2]1[N:11]=[C:10]([O:12][CH3:13])[C:9]2[C:4](=[CH:5][C:6]([O:16][CH3:17])=[C:7]([O:14][CH3:15])[CH:8]=2)[N:3]=1.[C:18]([O:22][C:23]([N:25]1[CH2:30][CH2:29][CH:28]([NH2:31])[CH2:27][CH2:26]1)=[O:24])([CH3:21])([CH3:20])[CH3:19].C(N(CC)CC)C. (2) Given the product [CH2:16]([O:15][C:8]1[C:9]([F:14])=[CH:10][C:11]([F:13])=[CH:12][C:7]=1[C:6]([OH:18])=[O:5])[CH3:17], predict the reactants needed to synthesize it. The reactants are: [OH-].[Na+].C([O:5][C:6](=[O:18])[C:7]1[CH:12]=[C:11]([F:13])[CH:10]=[C:9]([F:14])[C:8]=1[O:15][CH2:16][CH3:17])C. (3) Given the product [CH3:23][C:22]1[C:17]([N:14]2[CH2:15][CH2:16][N:11]([C:9]([C:5]3[C:6]([F:8])=[CH:7][C:2]([N:27]4[CH2:28][CH2:29][CH2:30][CH2:31][S:26]4(=[O:33])=[O:32])=[CH:3][C:4]=3[F:25])=[O:10])[CH2:12][CH2:13]2)=[N:18][CH:19]=[C:20]([CH3:24])[CH:21]=1, predict the reactants needed to synthesize it. The reactants are: Br[C:2]1[CH:7]=[C:6]([F:8])[C:5]([C:9]([N:11]2[CH2:16][CH2:15][N:14]([C:17]3[C:22]([CH3:23])=[CH:21][C:20]([CH3:24])=[CH:19][N:18]=3)[CH2:13][CH2:12]2)=[O:10])=[C:4]([F:25])[CH:3]=1.[S:26]1(=[O:33])(=[O:32])[CH2:31][CH2:30][CH2:29][CH2:28][NH:27]1. (4) Given the product [F:1][C:2]([F:7])([F:6])[C:3]([OH:5])=[O:4].[F:8][C:9]([F:14])([F:13])[C:10]([OH:12])=[O:11].[Cl:22][C:23]1[CH:24]=[N:25][C:26]2[NH:27][C:28]3[CH:29]=[N:30][CH:31]=[C:32]([CH:53]=3)[CH2:33][CH2:34][C:35]3[CH:43]=[C:39]([NH:40][C:41]=1[N:42]=2)[CH:38]=[CH:37][C:36]=3[O:44][CH2:45][CH2:46][CH:47]1[CH2:48][CH2:49][N:50]([C:55]([NH:54][C:57]2[S:58][CH:59]=[C:60]([CH3:62])[CH:61]=2)=[O:56])[CH2:51][CH2:52]1, predict the reactants needed to synthesize it. The reactants are: [F:1][C:2]([F:7])([F:6])[C:3]([OH:5])=[O:4].[F:8][C:9]([F:14])([F:13])[C:10]([OH:12])=[O:11].FC(F)(F)C(O)=O.[Cl:22][C:23]1[CH:24]=[N:25][C:26]2[NH:27][C:28]3[CH:29]=[N:30][CH:31]=[C:32]([CH:53]=3)[CH2:33][CH2:34][C:35]3[CH:43]=[C:39]([NH:40][C:41]=1[N:42]=2)[CH:38]=[CH:37][C:36]=3[O:44][CH2:45][CH2:46][CH:47]1[CH2:52][CH2:51][NH:50][CH2:49][CH2:48]1.[N:54]([C:57]1[S:58][CH:59]=[C:60]([CH3:62])[CH:61]=1)=[C:55]=[O:56]. (5) The reactants are: C(C1NNC(=O)C=1CC1C=CC=CC=1OCC1C=CC=CC=1C)(C)C.CC(OC[C@H]1O[C@H](Br)[C@H](OC(C)=O)[C@@H](OC(C)=O)[C@@H]1OC(C)=O)=O.C(=O)([O-])[O-].[K+].[K+].[CH:56]([C:59]1[NH:63][N:62]=[C:61]([O:64][C@@H:65]2[O:82][C@H:81]([CH2:83][O:84]C(=O)C)[C@@H:76]([O:77]C(=O)C)[C@H:71]([O:72]C(=O)C)[C@H:66]2[O:67]C(=O)C)[C:60]=1[CH2:88][C:89]1[CH:94]=[CH:93][CH:92]=[CH:91][C:90]=1[O:95][CH2:96][C:97]1[CH:102]=[CH:101][CH:100]=[CH:99][C:98]=1[CH3:103])([CH3:58])[CH3:57].C[O-].[Na+].Cl. Given the product [C@@H:65]1([O:64][C:61]2[C:60]([CH2:88][C:89]3[CH:94]=[CH:93][CH:92]=[CH:91][C:90]=3[O:95][CH2:96][C:97]3[CH:102]=[CH:101][CH:100]=[CH:99][C:98]=3[CH3:103])=[C:59]([CH:56]([CH3:58])[CH3:57])[NH:63][N:62]=2)[O:82][C@H:81]([CH2:83][OH:84])[C@@H:76]([OH:77])[C@H:71]([OH:72])[C@H:66]1[OH:67], predict the reactants needed to synthesize it. (6) Given the product [F:1][C:2]([CH3:30])([CH3:29])[CH2:3][N:5]1[CH2:10][CH2:9][CH:8]([CH2:11][O:12][C:13]2[CH:18]=[CH:17][C:16]([C:19]3[CH2:24][CH2:23][N:22]([S:25]([CH3:28])(=[O:27])=[O:26])[CH2:21][CH:20]=3)=[CH:15][CH:14]=2)[CH2:7][CH2:6]1, predict the reactants needed to synthesize it. The reactants are: [F:1][C:2]([CH3:30])([CH3:29])[C:3]([N:5]1[CH2:10][CH2:9][CH:8]([CH2:11][O:12][C:13]2[CH:18]=[CH:17][C:16]([C:19]3[CH2:20][CH2:21][N:22]([S:25]([CH3:28])(=[O:27])=[O:26])[CH2:23][CH:24]=3)=[CH:15][CH:14]=2)[CH2:7][CH2:6]1)=O.[H-].[Al+3].[Li+].[H-].[H-].[H-].O.O.O.O.O.O.O.O.O.O.S([O-])([O-])(=O)=O.[Na+].[Na+].C(OCC)C.